Task: Predict the product of the given reaction.. Dataset: Forward reaction prediction with 1.9M reactions from USPTO patents (1976-2016) (1) Given the reactants [OH:1]OS([O-])=O.[K+].[CH3:7][C:8]1([CH2:12][S:13][CH2:14][C:15]2([CH3:19])[CH2:18][O:17][CH2:16]2)[CH2:11][O:10][CH2:9]1.[OH2:20], predict the reaction product. The product is: [S:13]([CH2:12][C:8]1([CH3:7])[CH2:11][O:10][CH2:9]1)([CH2:14][C:15]1([CH3:19])[CH2:16][O:17][CH2:18]1)(=[O:1])=[O:20]. (2) Given the reactants Cl[C:2]1[CH:11]=[CH:10][C:9]2[N:8]=[CH:7][C:6]3[CH2:12][N:13]([CH3:27])[C:14](=[O:26])[N:15]([C:16]4[CH:21]=[CH:20][CH:19]=[C:18]([C:22]([F:25])([F:24])[F:23])[CH:17]=4)[C:5]=3[C:4]=2[N:3]=1.C(=O)([O-])[O-].[Na+].[Na+].CC1(C)C(C)(C)OB([C:42]2[CH:43]=[CH:44][C:45]([NH:48][C:49](=[O:51])[CH3:50])=[N:46][CH:47]=2)O1, predict the reaction product. The product is: [CH3:27][N:13]1[CH2:12][C:6]2[CH:7]=[N:8][C:9]3[CH:10]=[CH:11][C:2]([C:42]4[CH:43]=[CH:44][C:45]([NH:48][C:49](=[O:51])[CH3:50])=[N:46][CH:47]=4)=[N:3][C:4]=3[C:5]=2[N:15]([C:16]2[CH:21]=[CH:20][CH:19]=[C:18]([C:22]([F:25])([F:24])[F:23])[CH:17]=2)[C:14]1=[O:26]. (3) Given the reactants C[O:2][C:3]([C:5]1[O:9][C:8]([C:10]2[CH:15]=[CH:14][CH:13]=[CH:12][C:11]=2[Cl:16])=[N:7][C:6]=1[CH2:17][N:18]1[C:26]2[C:21](=[CH:22][C:23]([C:27]([OH:36])([C:32]([F:35])([F:34])[F:33])[C:28]([F:31])([F:30])[F:29])=[CH:24][CH:25]=2)[CH:20]=[C:19]1[CH3:37])=O.[H-].[H-].[H-].[H-].[Li+].[Al+3].CCOCC.O, predict the reaction product. The product is: [Cl:16][C:11]1[CH:12]=[CH:13][CH:14]=[CH:15][C:10]=1[C:8]1[O:9][C:5]([CH2:3][OH:2])=[C:6]([CH2:17][N:18]2[C:26]3[C:21](=[CH:22][C:23]([C:27]([OH:36])([C:32]([F:34])([F:35])[F:33])[C:28]([F:30])([F:29])[F:31])=[CH:24][CH:25]=3)[CH:20]=[C:19]2[CH3:37])[N:7]=1. (4) Given the reactants [CH2:1]([O:3][C:4](=[O:22])[C:5](=[C:9]1[CH2:14][CH2:13][N:12]([CH2:15][C:16]2[CH:21]=[CH:20][CH:19]=[CH:18][CH:17]=2)[CH2:11][CH2:10]1)[NH:6][CH:7]=[O:8])[CH3:2].[SH:23][CH2:24][CH2:25][OH:26].C[O-].[Na+], predict the reaction product. The product is: [CH2:1]([O:3][C:4](=[O:22])[CH:5]([C:9]1([S:23][CH2:24][CH2:25][OH:26])[CH2:14][CH2:13][N:12]([CH2:15][C:16]2[CH:21]=[CH:20][CH:19]=[CH:18][CH:17]=2)[CH2:11][CH2:10]1)[NH:6][CH:7]=[O:8])[CH3:2]. (5) Given the reactants C(=O)([O-])[O-].[Cs+].[Cs+].[NH:7]1[CH:11]=[C:10](/[CH:12]=[CH:13]/[C:14]([NH:16][C:17]2[CH:22]=[CH:21][CH:20]=[CH:19][C:18]=2[NH:23][C:24](=[O:30])[O:25][C:26]([CH3:29])([CH3:28])[CH3:27])=[O:15])[CH:9]=[N:8]1.Br[CH2:32][CH2:33][O:34][C:35]1[CH:40]=[C:39]([F:41])[CH:38]=[C:37]([Cl:42])[CH:36]=1, predict the reaction product. The product is: [Cl:42][C:37]1[CH:36]=[C:35]([CH:40]=[C:39]([F:41])[CH:38]=1)[O:34][CH2:33][CH2:32][N:7]1[CH:11]=[C:10](/[CH:12]=[CH:13]/[C:14]([NH:16][C:17]2[CH:22]=[CH:21][CH:20]=[CH:19][C:18]=2[NH:23][C:24](=[O:30])[O:25][C:26]([CH3:27])([CH3:29])[CH3:28])=[O:15])[CH:9]=[N:8]1. (6) Given the reactants [CH2:1]([N:8]1[CH2:17][CH2:16][C:15]2[C:14](Cl)=[N:13][CH:12]=[N:11][C:10]=2[CH2:9]1)[C:2]1[CH:7]=[CH:6][CH:5]=[CH:4][CH:3]=1.[C:19]12([CH:29]([OH:32])[CH2:30][NH2:31])[CH2:28][CH:23]3[CH2:24][CH:25]([CH2:27][CH:21]([CH2:22]3)[CH2:20]1)[CH2:26]2.C(N(CC)C(C)C)(C)C.C(=O)(O)[O-].[Na+], predict the reaction product. The product is: [C:19]12([CH:29]([OH:32])[CH2:30][NH:31][C:14]3[C:15]4[CH2:16][CH2:17][N:8]([CH2:1][C:2]5[CH:7]=[CH:6][CH:5]=[CH:4][CH:3]=5)[CH2:9][C:10]=4[N:11]=[CH:12][N:13]=3)[CH2:28][CH:23]3[CH2:24][CH:25]([CH2:27][CH:21]([CH2:22]3)[CH2:20]1)[CH2:26]2. (7) Given the reactants FC(F)(F)S(O[C:7]1[CH:31]=[CH:30][C:10]2[N:11]([C:14]3[CH:19]=[CH:18][C:17]([O:20][CH2:21][CH2:22][O:23][CH:24]4[CH2:29][CH2:28][CH2:27][CH2:26][O:25]4)=[CH:16][CH:15]=3)[CH:12]=[N:13][C:9]=2[CH:8]=1)(=O)=O.C(=O)([O-])[O-].[K+].[K+].[N:40]1[CH:45]=[CH:44][C:43](B(O)O)=[CH:42][CH:41]=1, predict the reaction product. The product is: [N:40]1[CH:45]=[CH:44][C:43]([C:7]2[CH:31]=[CH:30][C:10]3[N:11]([C:14]4[CH:15]=[CH:16][C:17]([O:20][CH2:21][CH2:22][O:23][CH:24]5[CH2:29][CH2:28][CH2:27][CH2:26][O:25]5)=[CH:18][CH:19]=4)[CH:12]=[N:13][C:9]=3[CH:8]=2)=[CH:42][CH:41]=1.